Dataset: CYP2C19 inhibition data for predicting drug metabolism from PubChem BioAssay. Task: Regression/Classification. Given a drug SMILES string, predict its absorption, distribution, metabolism, or excretion properties. Task type varies by dataset: regression for continuous measurements (e.g., permeability, clearance, half-life) or binary classification for categorical outcomes (e.g., BBB penetration, CYP inhibition). Dataset: cyp2c19_veith. (1) The molecule is S=c1[nH]nc(C2CCCCC2)n1/N=C/c1cccs1. The result is 1 (inhibitor). (2) The compound is COc1ccccc1-c1nccc(-n2ccnc2)n1. The result is 1 (inhibitor). (3) The molecule is CCOC(=O)C1CCCN(S(=O)(=O)c2ccccc2)C1. The result is 1 (inhibitor). (4) The drug is CN(C)c1ccc(-c2noc(C3CCN(S(=O)(=O)c4cccc(C(=O)O)c4)CC3)n2)cc1. The result is 0 (non-inhibitor). (5) The drug is COc1ccc(CNC(=O)[C@H](C)[C@H]2C[C@]2(C)[C@H](NC(=O)OCc2ccccc2)c2ccccc2)cc1OC. The result is 1 (inhibitor). (6) The drug is O=C(CCSc1ccc(Cl)cc1)N1CCCCCC1. The result is 1 (inhibitor). (7) The drug is COc1cc(C(=O)N2CCN(C(=O)c3ccccc3)CC2)cc(OC)c1OC. The result is 0 (non-inhibitor).